Regression. Given a peptide amino acid sequence and an MHC pseudo amino acid sequence, predict their binding affinity value. This is MHC class I binding data. From a dataset of Peptide-MHC class I binding affinity with 185,985 pairs from IEDB/IMGT. (1) The peptide sequence is RNPAEEKEKL. The MHC is Mamu-A01 with pseudo-sequence Mamu-A01. The binding affinity (normalized) is 0.558. (2) The peptide sequence is MTENVEEDLA. The MHC is HLA-A02:01 with pseudo-sequence HLA-A02:01. The binding affinity (normalized) is 0.0660. (3) The peptide sequence is YVIGLLPQS. The MHC is HLA-A02:02 with pseudo-sequence HLA-A02:02. The binding affinity (normalized) is 0.